This data is from Reaction yield outcomes from USPTO patents with 853,638 reactions. The task is: Predict the reaction yield, written as a fraction of the theoretical maximum amount of product (1.0 means a 100% yield; for example, 0.34 means a 34% yield). (1) The catalyst is O1CCCC1. The product is [NH:65]1[CH:66]=[N:67][C:63]([C:59]2[CH:58]=[C:57]3[C:62](=[CH:61][CH:60]=2)[NH:54][N:55]=[C:56]3[C:87]2[CH:88]=[CH:89][CH:90]=[C:91]([O:35][CH2:33][CH2:25][N:27]3[CH2:28][CH2:29][NH:30][CH2:31][CH2:32]3)[CH:92]=2)=[N:64]1. The yield is 0.270. The reactants are C1(P(C2C=CC=CC=2)C2C=CC=CC=2)C=CC=CC=1.C(C[C:25]([C:33]([OH:35])=O)([N:27]1[CH2:32][CH2:31][NH:30][CH2:29][CH2:28]1)O)(C)(C)C.CCOC(/N=N/C(OCC)=O)=O.O1CCCCC1[N:54]1[C:62]2[C:57](=[CH:58][C:59]([C:63]3[N:67]=[CH:66][N:65](C(C4C=CC=CC=4)(C4C=CC=CC=4)C4C=CC=CC=4)[N:64]=3)=[CH:60][CH:61]=2)[C:56]([C:87]2[CH:88]=[C:89](O)[CH:90]=[CH:91][CH:92]=2)=[N:55]1.Cl. (2) The reactants are [Br:1][C:2]1[CH:6]=[N:5][N:4]([CH3:7])[C:3]=1[C:8]1[CH:9]=[C:10]([NH:15][C:16]([NH:18][C:19]2[CH:24]=[CH:23][C:22]([Cl:25])=[CH:21][CH:20]=2)=[O:17])[CH:11]=[CH:12][C:13]=1[OH:14].O[CH2:27][CH2:28][C:29]1[CH:34]=[CH:33][N:32]=[CH:31][CH:30]=1.C1(P(C2C=CC=CC=2)C2C=CC=CC=2)C=CC=CC=1.CC(OC(/N=N/C(OC(C)C)=O)=O)C. The catalyst is C1COCC1. The product is [Br:1][C:2]1[CH:6]=[N:5][N:4]([CH3:7])[C:3]=1[C:8]1[CH:9]=[C:10]([NH:15][C:16]([NH:18][C:19]2[CH:20]=[CH:21][C:22]([Cl:25])=[CH:23][CH:24]=2)=[O:17])[CH:11]=[CH:12][C:13]=1[O:14][CH2:27][CH2:28][C:29]1[CH:34]=[CH:33][N:32]=[CH:31][CH:30]=1. The yield is 0.440.